Dataset: Reaction yield outcomes from USPTO patents with 853,638 reactions. Task: Predict the reaction yield, written as a fraction of the theoretical maximum amount of product (1.0 means a 100% yield; for example, 0.34 means a 34% yield). The reactants are [OH:1][C:2]1[CH:21]=[CH:20][C:5]([CH:6]=[C:7]2[CH2:12][CH2:11][CH2:10][N:9]([C:13]([O:15][C:16]([CH3:19])([CH3:18])[CH3:17])=[O:14])[CH2:8]2)=[CH:4][C:3]=1[N+:22]([O-:24])=[O:23].Br[CH2:26][C:27]([O:29][CH3:30])=[O:28].C([O-])([O-])=O.[Cs+].[Cs+].N[C@H](C(O)=O)CC1C=C2C(C=CC=C2)=CC=1. The catalyst is CC(C)=O.CN(C=O)C.O. The product is [CH3:30][O:29][C:27](=[O:28])[CH2:26][O:1][C:2]1[CH:21]=[CH:20][C:5]([CH:6]=[C:7]2[CH2:12][CH2:11][CH2:10][N:9]([C:13]([O:15][C:16]([CH3:19])([CH3:17])[CH3:18])=[O:14])[CH2:8]2)=[CH:4][C:3]=1[N+:22]([O-:24])=[O:23]. The yield is 0.790.